From a dataset of Forward reaction prediction with 1.9M reactions from USPTO patents (1976-2016). Predict the product of the given reaction. (1) Given the reactants [OH2:1].[N:2]1[CH:7]=[CH:6][C:5]([C:8]([OH:10])=[O:9])=[CH:4][C:3]=1[C:11]([OH:13])=[O:12].OO, predict the reaction product. The product is: [N+:2]1([O-:1])[C:3]([C:11]([OH:13])=[O:12])=[CH:4][C:5]([C:8]([OH:10])=[O:9])=[CH:6][CH:7]=1. (2) Given the reactants [Br:1][C:2]1[CH:7]=[CH:6][C:5](F)=[C:4]([N+:9]([O-:11])=[O:10])[CH:3]=1.[F:12][C:13]([F:24])([F:23])[CH2:14][CH:15]([CH3:22])[CH2:16][NH:17][CH2:18][CH:19]([CH3:21])[CH3:20].O1CCCC1.CCN(C(C)C)C(C)C, predict the reaction product. The product is: [Br:1][C:2]1[CH:7]=[CH:6][C:5]([N:17]([CH2:18][CH:19]([CH3:21])[CH3:20])[CH2:16][CH:15]([CH3:22])[CH2:14][C:13]([F:12])([F:23])[F:24])=[C:4]([N+:9]([O-:11])=[O:10])[CH:3]=1. (3) Given the reactants [CH3:1][S:2](Cl)(=[O:4])=[O:3].CCN(CC)CC.[CH:13]([C:16]1[N:20]=[C:19]([N:21]2[CH2:26][CH2:25][CH:24]([C@H:27]([CH3:31])[CH2:28][CH2:29][OH:30])[CH2:23][CH2:22]2)[O:18][N:17]=1)([CH3:15])[CH3:14].C([O-])(O)=O.[Na+], predict the reaction product. The product is: [CH:13]([C:16]1[N:20]=[C:19]([N:21]2[CH2:26][CH2:25][CH:24]([C@H:27]([CH3:31])[CH2:28][CH2:29][O:30][S:2]([CH3:1])(=[O:4])=[O:3])[CH2:23][CH2:22]2)[O:18][N:17]=1)([CH3:15])[CH3:14]. (4) Given the reactants [CH3:1][C:2]1[N:7]=[C:6]2[N:8](COCC[Si](C)(C)C)[N:9]=[C:10]([C:11]3[N:12]=[N:13][C:14]4[C:19]5([CH2:21][CH2:20]5)[C:18](=[O:22])[NH:17][C:15]=4[N:16]=3)[C:5]2=[CH:4][CH:3]=1, predict the reaction product. The product is: [CH3:1][C:2]1[N:7]=[C:6]2[NH:8][N:9]=[C:10]([C:11]3[N:12]=[N:13][C:14]4[C:19]5([CH2:21][CH2:20]5)[C:18](=[O:22])[NH:17][C:15]=4[N:16]=3)[C:5]2=[CH:4][CH:3]=1. (5) Given the reactants [NH2:1][CH:2]([C:5]([OH:7])=[O:6])[CH2:3][SH:4].O=S(Cl)Cl.[C:12]([O-])(O)=O.[Na+].[CH:17](=O)[C:18]1[CH:23]=[CH:22][CH:21]=[CH:20][CH:19]=1, predict the reaction product. The product is: [CH3:12][O:6][C:5]([CH:2]1[CH2:3][S:4][CH:17]([C:18]2[CH:23]=[CH:22][CH:21]=[CH:20][CH:19]=2)[NH:1]1)=[O:7]. (6) Given the reactants Cl.[NH2:2][CH2:3][CH2:4][C:5]1[CH:12]=[CH:11][C:9]([OH:10])=[C:7]([OH:8])[CH:6]=1.C(N([CH2:18][CH3:19])CC)C, predict the reaction product. The product is: [C:7]([NH:2][CH2:3][CH2:4][C:5]1[CH:12]=[CH:11][C:9]([OH:10])=[C:7]([OH:8])[CH:6]=1)(=[O:8])[CH2:6][CH2:5][CH2:12][CH2:11][CH2:9][CH2:18][CH3:19]. (7) Given the reactants FCC(=O)C.C(O[CH:9](OCC)[CH2:10][C:11](=O)[CH2:12][F:13])C.S(O)(O)(=O)=O.[NH2:23][C:24]1[NH:25][CH:26]=[CH:27][N:28]=1.[NH2:23][C:24]1[NH:25][CH:26]=[CH:27][N:28]=1, predict the reaction product. The product is: [F:13][CH2:12][C:11]1[CH:10]=[CH:9][N:25]2[CH:26]=[CH:27][N:28]=[C:24]2[N:23]=1.